Dataset: Full USPTO retrosynthesis dataset with 1.9M reactions from patents (1976-2016). Task: Predict the reactants needed to synthesize the given product. (1) Given the product [C:32]([C:31]1[CH:30]=[C:29]([NH:28][CH:40]([C:18]2[CH:19]=[C:20]([CH2:21][CH3:22])[C:15]([CH2:14][CH2:13][O:12][C:10](=[O:11])[NH:9][C:5]3[CH:6]=[CH:7][CH:8]=[C:3]([C:1]#[N:2])[CH:4]=3)=[C:16]([CH2:26][CH3:27])[CH:17]=2)[C:39]([OH:43])=[O:42])[CH:37]=[CH:36][CH:35]=1)(=[O:33])[NH2:34], predict the reactants needed to synthesize it. The reactants are: [C:1]([C:3]1[CH:4]=[C:5]([NH:9][C:10]([O:12][CH2:13][CH2:14][C:15]2[C:20]([CH2:21][CH3:22])=[CH:19][C:18](B(O)O)=[CH:17][C:16]=2[CH2:26][CH3:27])=[O:11])[CH:6]=[CH:7][CH:8]=1)#[N:2].[NH2:28][C:29]1[CH:30]=[C:31]([CH:35]=[CH:36][CH:37]=1)[C:32]([NH2:34])=[O:33].O.[C:39]([OH:43])(=[O:42])[CH:40]=O. (2) Given the product [Br:1][C:2]1[C:3]([CH3:9])=[N:4][C:5]([N:8]([CH2:42][C:41]2[CH:36]=[CH:35][C:39]([O:38][CH3:37])=[CH:45][CH:40]=2)[CH2:16][C:15]2[CH:18]=[CH:19][C:12]([O:11][CH3:10])=[CH:13][CH:14]=2)=[N:6][CH:7]=1, predict the reactants needed to synthesize it. The reactants are: [Br:1][C:2]1[C:3]([CH3:9])=[N:4][C:5]([NH2:8])=[N:6][CH:7]=1.[CH3:10][O:11][C:12]1[CH:19]=[CH:18][C:15]([CH2:16]Cl)=[CH:14][CH:13]=1.[H-].[Na+].B(OC(C)C)(OC(C)C)OC(C)C.[CH2:35]1[CH2:39][O:38][CH2:37][CH2:36]1.[C:40]1(C)[CH:45]=CC=[CH:42][CH:41]=1. (3) Given the product [F:12][C:7]1[CH:6]=[C:5]2[C:10]([CH:11]=[C:2]([C:15]#[C:14][Si:16]([CH3:19])([CH3:18])[CH3:17])[C:3](=[O:13])[O:4]2)=[CH:9][CH:8]=1, predict the reactants needed to synthesize it. The reactants are: Br[C:2]1[C:3](=[O:13])[O:4][C:5]2[C:10]([CH:11]=1)=[CH:9][CH:8]=[C:7]([F:12])[CH:6]=2.[C:14]([Si:16]([CH3:19])([CH3:18])[CH3:17])#[CH:15].C(N(CC)CC)C. (4) Given the product [CH:10]1([C:13]2[C:22]3[C:17](=[CH:18][CH:19]=[CH:20][CH:21]=3)[C:16]([N:23]=[C:6]=[S:7])=[CH:15][CH:14]=2)[CH2:12][CH2:11]1, predict the reactants needed to synthesize it. The reactants are: C(=O)(O)[O-].[Na+].[C:6](Cl)(Cl)=[S:7].[CH:10]1([C:13]2[C:22]3[C:17](=[CH:18][CH:19]=[CH:20][CH:21]=3)[C:16]([NH2:23])=[CH:15][CH:14]=2)[CH2:12][CH2:11]1. (5) Given the product [NH:25]([C:47]([O:49][C:50]([CH3:53])([CH3:52])[CH3:51])=[O:48])[C@H:26]([C:18]([N:1]1[CH2:17][CH2:16][CH2:15][C@H:2]1[C:3]([N:5]([CH2:8][C:9]1[CH:10]=[CH:11][CH:12]=[CH:13][CH:14]=1)[CH2:6][CH3:7])=[O:4])=[O:20])[CH2:27][CH2:28][CH2:29][NH:30][C:31](=[NH:43])[NH:32][S:33]([C:36]1[CH:42]=[CH:41][C:39]([CH3:40])=[CH:38][CH:37]=1)(=[O:35])=[O:34], predict the reactants needed to synthesize it. The reactants are: [N:1]1([C:18]([O:20]C(C)(C)C)=O)[CH2:17][CH2:16][CH2:15][C@H:2]1[C:3]([N:5]([CH2:8][C:9]1[CH:14]=[CH:13][CH:12]=[CH:11][CH:10]=1)[CH2:6][CH3:7])=[O:4].[NH:25]([C:47]([O:49][C:50]([CH3:53])([CH3:52])[CH3:51])=[O:48])[C@H:26](C(O)=O)[CH2:27][CH2:28][CH2:29][NH:30][C:31](=[NH:43])[NH:32][S:33]([C:36]1[CH:42]=[CH:41][C:39]([CH3:40])=[CH:38][CH:37]=1)(=[O:35])=[O:34].CS(O)(=O)=O.C(=O)([O-])[O-].[Na+].[Na+].